Dataset: Peptide-MHC class II binding affinity with 134,281 pairs from IEDB. Task: Regression. Given a peptide amino acid sequence and an MHC pseudo amino acid sequence, predict their binding affinity value. This is MHC class II binding data. (1) The peptide sequence is LNDLDKLTLEHECLQ. The MHC is DRB1_0101 with pseudo-sequence DRB1_0101. The binding affinity (normalized) is 0.337. (2) The peptide sequence is FEQITFMQALQLLLE. The MHC is DRB1_1501 with pseudo-sequence DRB1_1501. The binding affinity (normalized) is 0.787. (3) The MHC is DRB1_1101 with pseudo-sequence DRB1_1101. The binding affinity (normalized) is 0.308. The peptide sequence is SLDISLETVAIDRPA. (4) The peptide sequence is TNLKVQLIRMAEAEM. The MHC is HLA-DQA10201-DQB10301 with pseudo-sequence HLA-DQA10201-DQB10301. The binding affinity (normalized) is 0.425. (5) The peptide sequence is FWAVRGGGGESFGIV. The MHC is HLA-DPA10103-DPB10401 with pseudo-sequence HLA-DPA10103-DPB10401. The binding affinity (normalized) is 0.291. (6) The peptide sequence is AAFKIAATAANSAPA. The MHC is HLA-DQA10201-DQB10202 with pseudo-sequence HLA-DQA10201-DQB10202. The binding affinity (normalized) is 0.347. (7) The peptide sequence is LSLAVSSAVPTSWVP. The MHC is DRB1_0901 with pseudo-sequence DRB1_0901. The binding affinity (normalized) is 0.669. (8) The peptide sequence is PVLSAFKKFPKFNRV. The MHC is HLA-DPA10103-DPB10401 with pseudo-sequence HLA-DPA10103-DPB10401. The binding affinity (normalized) is 0.571.